The task is: Predict the product of the given reaction.. This data is from Forward reaction prediction with 1.9M reactions from USPTO patents (1976-2016). (1) Given the reactants [CH2:1]([C:3]1[N:8]=[C:7](S(C)(=O)=O)[N:6]=[C:5]([C:13]([OH:15])=[O:14])[CH:4]=1)[CH3:2].[CH2:16]([NH2:18])[CH3:17], predict the reaction product. The product is: [CH2:1]([C:3]1[N:8]=[C:7]([NH:18][CH2:16][CH3:17])[N:6]=[C:5]([C:13]([OH:15])=[O:14])[CH:4]=1)[CH3:2]. (2) The product is: [CH3:7][O:6][C:4]([C:3]1[CH:4]=[CH:3][C:2](=[O:1])[O:1][CH:2]=1)=[O:5]. Given the reactants [O:1]=[CH:2][CH2:3][C:4]([O:6][CH3:7])=[O:5].S(=O)(=O)(O)O.OS(C(F)(F)F)(=O)=O, predict the reaction product. (3) Given the reactants [Br:1][C:2]1[N:3]=[C:4]([NH:9][CH2:10][C:11]2[C:16]([Cl:17])=[CH:15][CH:14]=[CH:13][C:12]=2[Cl:18])[C:5]([NH2:8])=[N:6][CH:7]=1.[C:27](O[C:27]([O:29][C:30]([CH3:33])([CH3:32])[CH3:31])=[O:28])([O:29][C:30]([CH3:33])([CH3:32])[CH3:31])=[O:28].[OH2:34], predict the reaction product. The product is: [Br:1][C:2]1[N:3]=[C:4]([N:9]([C:27]([O:29][C:30]([CH3:31])([CH3:32])[CH3:33])=[O:28])[CH2:10][C:11]2[C:12]([Cl:18])=[CH:13][CH:14]=[CH:15][C:16]=2[Cl:17])[C:5]([N:8]([C:27]([O:29][C:30]([CH3:33])([CH3:32])[CH3:31])=[O:28])[C:27]([O:29][C:30]([CH3:33])([CH3:31])[CH3:32])=[O:34])=[N:6][CH:7]=1. (4) Given the reactants [OH:1][NH:2][C:3](=[NH:17])[N:4]1[CH2:9][CH2:8][N:7]([C:10]([O:12][C:13]([CH3:16])([CH3:15])[CH3:14])=[O:11])[CH2:6][CH2:5]1.[C:18](O)(=O)[C:19]1[CH:24]=[CH:23][CH:22]=[CH:21][CH:20]=1.C(N=C=NC(C)C)(C)C, predict the reaction product. The product is: [C:19]1([C:18]2[O:1][N:2]=[C:3]([N:4]3[CH2:5][CH2:6][N:7]([C:10]([O:12][C:13]([CH3:14])([CH3:16])[CH3:15])=[O:11])[CH2:8][CH2:9]3)[N:17]=2)[CH:24]=[CH:23][CH:22]=[CH:21][CH:20]=1. (5) Given the reactants [Cl:1][C:2]1[CH:21]=[CH:20][C:5]2[O:6][C:7]3[CH:19]=[CH:18][CH:17]=[CH:16][C:8]=3[C:9]3[C:13]([C:4]=2[CH:3]=1)=[CH:12][S:11][C:10]=3[CH2:14][OH:15].Cl.[CH3:23][N:24]([CH3:29])[CH2:25][CH2:26][CH2:27]Cl, predict the reaction product. The product is: [Cl:1][C:2]1[CH:21]=[CH:20][C:5]2[O:6][C:7]3[CH:19]=[CH:18][CH:17]=[CH:16][C:8]=3[C:9]3[C:13]([C:4]=2[CH:3]=1)=[CH:12][S:11][C:10]=3[CH2:14][O:15][CH2:27][CH2:26][CH2:25][N:24]([CH3:29])[CH3:23].